Dataset: Forward reaction prediction with 1.9M reactions from USPTO patents (1976-2016). Task: Predict the product of the given reaction. Given the reactants [N:1]1[N:2]([C:10]2[CH:15]=[C:14]([CH3:16])[CH:13]=[C:12]([CH2:17]Cl)[C:11]=2[OH:19])[N:3]=[C:4]2[CH:9]=[CH:8][CH:7]=[CH:6][C:5]=12.[CH3:20][CH:21]([CH2:24][CH2:25][C:26]([CH3:29])([CH3:28])[CH3:27])[CH2:22][OH:23].[H-].[Na+], predict the reaction product. The product is: [N:1]1[N:2]([C:10]2[CH:15]=[C:14]([CH3:16])[CH:13]=[C:12]([CH2:17][O:23][CH2:22][CH:21]([CH3:20])[CH2:24][CH2:25][C:26]([CH3:29])([CH3:28])[CH3:27])[C:11]=2[OH:19])[N:3]=[C:4]2[CH:9]=[CH:8][CH:7]=[CH:6][C:5]=12.